Dataset: Retrosynthesis with 50K atom-mapped reactions and 10 reaction types from USPTO. Task: Predict the reactants needed to synthesize the given product. (1) The reactants are: COc1cc(Cl)nc2ccc(C)cc12.Oc1ccc2c(c1)CCN(C1CCC1)CC2. Given the product COc1cc(Oc2ccc3c(c2)CCN(C2CCC2)CC3)nc2ccc(C)cc12, predict the reactants needed to synthesize it. (2) Given the product CCOC(=O)C(=O)Nc1nc2ccccc2s1, predict the reactants needed to synthesize it. The reactants are: CCOC(=O)C(=O)OCC.Nc1nc2ccccc2s1. (3) Given the product COC(=O)c1nn(COCC[Si](C)(C)C)c2ncc(C3CC3)cc12, predict the reactants needed to synthesize it. The reactants are: CC1(C)OB(C2CC2)OC1(C)C.COC(=O)c1nn(COCC[Si](C)(C)C)c2ncc(Br)cc12. (4) Given the product COc1ccc(N)cc1NS(C)(=O)=O, predict the reactants needed to synthesize it. The reactants are: COc1ccc([N+](=O)[O-])cc1NS(C)(=O)=O. (5) The reactants are: COc1ccc2c(c1)C(=O)C1(CCN(Cc3ccccc3)CC1)C2. Given the product COc1ccc2c(c1)C(O)C1(CCN(Cc3ccccc3)CC1)C2, predict the reactants needed to synthesize it. (6) Given the product Nc1ccc(Sc2nnc3ccccn23)cc1, predict the reactants needed to synthesize it. The reactants are: O=[N+]([O-])c1ccc(Sc2nnc3ccccn23)cc1. (7) Given the product CN1C(=O)OC(C)(c2ccc(Cl)cc2)c2cc(Nc3ccc(Br)cc3)ccc21, predict the reactants needed to synthesize it. The reactants are: CN1C(=O)OC(C)(c2ccc(Cl)cc2)c2cc(N)ccc21.OB(O)c1ccc(Br)cc1. (8) Given the product O=C(O)C1CC1(C1CC1)C1CC1, predict the reactants needed to synthesize it. The reactants are: CCOC(=O)C1CC1(C1CC1)C1CC1. (9) Given the product O=C(Cl)N1Cc2ccccc2Sc2ccc(Cl)cc21, predict the reactants needed to synthesize it. The reactants are: Clc1ccc2c(c1)NCc1ccccc1S2.O=C(Cl)Cl. (10) Given the product CNS(=O)(=O)c1ccc(Br)c(C)c1, predict the reactants needed to synthesize it. The reactants are: CN.Cc1cc(S(=O)(=O)Cl)ccc1Br.